Dataset: NCI-60 drug combinations with 297,098 pairs across 59 cell lines. Task: Regression. Given two drug SMILES strings and cell line genomic features, predict the synergy score measuring deviation from expected non-interaction effect. (1) Drug 1: CC1=CC2C(CCC3(C2CCC3(C(=O)C)OC(=O)C)C)C4(C1=CC(=O)CC4)C. Drug 2: CN(CC1=CN=C2C(=N1)C(=NC(=N2)N)N)C3=CC=C(C=C3)C(=O)NC(CCC(=O)O)C(=O)O. Cell line: BT-549. Synergy scores: CSS=-2.01, Synergy_ZIP=1.77, Synergy_Bliss=2.50, Synergy_Loewe=-16.7, Synergy_HSA=-4.71. (2) Drug 1: C1=CC(=CC=C1CCC2=CNC3=C2C(=O)NC(=N3)N)C(=O)NC(CCC(=O)O)C(=O)O. Drug 2: CC1C(C(CC(O1)OC2CC(OC(C2O)C)OC3=CC4=CC5=C(C(=O)C(C(C5)C(C(=O)C(C(C)O)O)OC)OC6CC(C(C(O6)C)O)OC7CC(C(C(O7)C)O)OC8CC(C(C(O8)C)O)(C)O)C(=C4C(=C3C)O)O)O)O. Cell line: EKVX. Synergy scores: CSS=3.11, Synergy_ZIP=0.0630, Synergy_Bliss=-2.52, Synergy_Loewe=-1.03, Synergy_HSA=-3.51.